Task: Binary Classification. Given a drug SMILES string, predict its activity (active/inactive) in a high-throughput screening assay against a specified biological target.. Dataset: Cav3 T-type calcium channel HTS with 100,875 compounds The molecule is O=C(N1CCN(CC1)c1ccccc1)Cc1nn(c(=O)c2c1cccc2)C. The result is 0 (inactive).